From a dataset of Catalyst prediction with 721,799 reactions and 888 catalyst types from USPTO. Predict which catalyst facilitates the given reaction. (1) Reactant: [CH3:1][O:2][C:3]1[CH:4]=[C:5]([NH:13][C:14]2[N:15]=[N:16][C:17]([CH:20]([NH:22][C:23]([C:25]3[CH:26]=[CH:27][CH:28]=[C:29]4[C:34]=3[N:33]=[CH:32][CH:31]=[CH:30]4)=O)[CH3:21])=[CH:18][N:19]=2)[CH:6]=[C:7]([O:11][CH3:12])[C:8]=1[O:9][CH3:10].P(Cl)(Cl)(Cl)=O. Product: [CH3:21][C:20]1[N:22]=[C:23]([C:25]2[CH:26]=[CH:27][CH:28]=[C:29]3[C:34]=2[N:33]=[CH:32][CH:31]=[CH:30]3)[N:16]2[C:17]=1[CH:18]=[N:19][C:14]([NH:13][C:5]1[CH:4]=[C:3]([O:2][CH3:1])[C:8]([O:9][CH3:10])=[C:7]([O:11][CH3:12])[CH:6]=1)=[N:15]2. The catalyst class is: 26. (2) Reactant: I(O)(=O)(=O)=[O:2].CC1[CH:8]=[CH:9][C:10]([N+:17]([O-:19])=[O:18])=[C:11]([CH:16]=1)[C:12]([O:14][CH3:15])=[O:13].[CH:20]([OH:23])([CH3:22])C. Product: [CH3:15][O:14][C:12]([C:11]1[CH:16]=[C:22]([CH:8]=[CH:9][C:10]=1[N+:17]([O-:19])=[O:18])[C:20]([OH:23])=[O:2])=[O:13]. The catalyst class is: 10. (3) Reactant: C(=O)([O-])[O-].[K+].[K+].[CH2:7]([C:11]1[NH:12][C:13]([CH:17]=[O:18])=[C:14]([Cl:16])[N:15]=1)[CH2:8][CH2:9][CH3:10].Br[CH2:20][C:21]1[CH:30]=[CH:29][C:24]([C:25]([O:27][CH3:28])=[O:26])=[CH:23][CH:22]=1. Product: [CH2:7]([C:11]1[N:12]([CH2:20][C:21]2[CH:30]=[CH:29][C:24]([C:25]([O:27][CH3:28])=[O:26])=[CH:23][CH:22]=2)[C:13]([CH:17]=[O:18])=[C:14]([Cl:16])[N:15]=1)[CH2:8][CH2:9][CH3:10]. The catalyst class is: 9. (4) The catalyst class is: 252. Product: [F:13][C:9]1[CH:8]=[C:7]2[C:12](=[CH:11][CH:10]=1)[NH:4][C:5](=[O:16])[C:6]2([CH3:15])[CH3:14]. Reactant: C([N:4]1[C:12]2[C:7](=[CH:8][C:9]([F:13])=[CH:10][CH:11]=2)[C:6]([CH3:15])([CH3:14])[C:5]1=[O:16])(=O)C.Cl. (5) Reactant: FC(F)(F)C(O)=O.C(OC([N:15]1[CH2:21][CH2:20][C:19]2[S:22][C:23]([NH:25][C:26](=[O:28])[CH3:27])=[N:24][C:18]=2[CH2:17][CH2:16]1)=O)(C)(C)C. Product: [S:22]1[C:19]2[CH2:20][CH2:21][NH:15][CH2:16][CH2:17][C:18]=2[N:24]=[C:23]1[NH:25][C:26](=[O:28])[CH3:27]. The catalyst class is: 22. (6) Reactant: CN(C)CCOC1C=C[C:9]([NH:12][C:13]([C:15]2[C:16]3[N:17]=[CH:18][CH:19]=[N:20][C:21]=3[C:22]([C:25]3[CH:30]=[CH:29][CH:28]=[CH:27][C:26]=3[F:31])=[CH:23][CH:24]=2)=[O:14])=CC=1. Product: [NH:17]1[CH:16]=[CH:21][N:20]=[C:9]1[NH:12][C:13]([C:15]1[C:16]2[N:17]=[CH:18][CH:19]=[N:20][C:21]=2[C:22]([C:25]2[CH:30]=[CH:29][CH:28]=[CH:27][C:26]=2[F:31])=[CH:23][CH:24]=1)=[O:14]. The catalyst class is: 61. (7) Reactant: [Cl:1][C:2]1[CH:19]=[CH:18][C:17]([Cl:20])=[CH:16][C:3]=1[C:4]([N:6]1[CH2:11][CH2:10][CH2:9][CH2:8][C@H:7]1[C:12]([O:14]C)=[O:13])=[O:5].O[Li].O. Product: [Cl:1][C:2]1[CH:19]=[CH:18][C:17]([Cl:20])=[CH:16][C:3]=1[C:4]([N:6]1[CH2:11][CH2:10][CH2:9][CH2:8][C@H:7]1[C:12]([OH:14])=[O:13])=[O:5]. The catalyst class is: 20.